Dataset: Forward reaction prediction with 1.9M reactions from USPTO patents (1976-2016). Task: Predict the product of the given reaction. (1) Given the reactants [CH3:1]/[C:2](/[CH2:6][CH2:7][CH:8]=[C:9]([CH3:11])[CH3:10])=[CH:3]\[CH:4]=[O:5].CC(=CC)C.Cl([O-])=[O:18].[Na+].P(O)(O)([O-])=O.[Na+], predict the reaction product. The product is: [CH3:1]/[C:2](/[CH2:6][CH2:7][CH:8]=[C:9]([CH3:11])[CH3:10])=[CH:3]\[C:4]([OH:18])=[O:5]. (2) Given the reactants [CH3:1][O:2][C:3]1[CH:4]=[C:5]([N:12]2[CH2:17][CH2:16][NH:15][CH2:14][CH2:13]2)[CH:6]=[CH:7][C:8]=1[N+:9]([O-:11])=[O:10].[C:18]([N:25]1[CH2:30][CH2:29][C:28](=O)[CH2:27][CH2:26]1)([O:20][C:21]([CH3:24])([CH3:23])[CH3:22])=[O:19].CC(O)=O.C(O[BH-](OC(=O)C)OC(=O)C)(=O)C.[Na+], predict the reaction product. The product is: [CH3:1][O:2][C:3]1[CH:4]=[C:5]([N:12]2[CH2:17][CH2:16][N:15]([CH:28]3[CH2:29][CH2:30][N:25]([C:18]([O:20][C:21]([CH3:24])([CH3:23])[CH3:22])=[O:19])[CH2:26][CH2:27]3)[CH2:14][CH2:13]2)[CH:6]=[CH:7][C:8]=1[N+:9]([O-:11])=[O:10]. (3) Given the reactants [C:1]([C:5]1[O:6][C:7]([CH3:16])=[CH:8][C:9](=[C:11]([C:14]#[N:15])[C:12]#[N:13])[CH:10]=1)([CH3:4])([CH3:3])[CH3:2].[C:17]1([N:23]([C:37]2[CH:42]=[CH:41][CH:40]=[CH:39][CH:38]=2)[C:24]2[CH:29]=[CH:28][C:27]([C:30]3[S:34][C:33]([CH:35]=O)=[CH:32][CH:31]=3)=[CH:26][CH:25]=2)[CH:22]=[CH:21][CH:20]=[CH:19][CH:18]=1.N1CCCCC1, predict the reaction product. The product is: [C:1]([C:5]1[O:6][C:7]([CH:16]=[CH:35][C:33]2[S:34][C:30]([C:27]3[CH:28]=[CH:29][C:24]([N:23]([C:37]4[CH:42]=[CH:41][CH:40]=[CH:39][CH:38]=4)[C:17]4[CH:22]=[CH:21][CH:20]=[CH:19][CH:18]=4)=[CH:25][CH:26]=3)=[CH:31][CH:32]=2)=[CH:8][C:9](=[C:11]([C:14]#[N:15])[C:12]#[N:13])[CH:10]=1)([CH3:4])([CH3:2])[CH3:3]. (4) Given the reactants CO.[O:3]1[C:8]2[CH:9]=[CH:10][C:11]([CH2:13][N:14]([CH:22]3[CH2:27][CH2:26][N:25]([CH2:28][CH2:29][N:30]4[C:39]5[C:34](=[CH:35][CH:36]=[C:37]([F:40])[CH:38]=5)[C:33]([CH3:41])=[CH:32][C:31]4=[O:42])[CH2:24][CH2:23]3)C(=O)OC(C)(C)C)=[CH:12][C:7]=2[O:6][CH2:5][CH2:4]1.[ClH:43].C(OCC)(=O)C, predict the reaction product. The product is: [ClH:43].[O:3]1[C:8]2[CH:9]=[CH:10][C:11]([CH2:13][NH:14][CH:22]3[CH2:27][CH2:26][N:25]([CH2:28][CH2:29][N:30]4[C:39]5[C:34](=[CH:35][CH:36]=[C:37]([F:40])[CH:38]=5)[C:33]([CH3:41])=[CH:32][C:31]4=[O:42])[CH2:24][CH2:23]3)=[CH:12][C:7]=2[O:6][CH2:5][CH2:4]1. (5) Given the reactants [CH3:1][C:2]1[CH:11]=[C:10]([N+:12]([O-:14])=[O:13])[CH:9]=[CH:8][C:3]=1[C:4]([O:6][CH3:7])=[O:5].C(O[CH:20](N(C)C)[N:21]([CH3:23])[CH3:22])(C)(C)C, predict the reaction product. The product is: [CH3:20][N:21]([CH3:23])/[CH:22]=[CH:1]/[C:2]1[CH:11]=[C:10]([N+:12]([O-:14])=[O:13])[CH:9]=[CH:8][C:3]=1[C:4]([O:6][CH3:7])=[O:5]. (6) Given the reactants [NH:1]1[C:9]2[C:4](=[CH:5][C:6]([OH:10])=[CH:7][CH:8]=2)[CH2:3][CH2:2]1.[C:11]([O:15][C:16](O[C:16]([O:15][C:11]([CH3:14])([CH3:13])[CH3:12])=[O:17])=[O:17])([CH3:14])([CH3:13])[CH3:12].C(Cl)(Cl)Cl.C(=O)(O)[O-].[Na+], predict the reaction product. The product is: [C:11]([O:15][C:16]([N:1]1[C:9]2[C:4](=[CH:5][C:6]([OH:10])=[CH:7][CH:8]=2)[CH2:3][CH2:2]1)=[O:17])([CH3:14])([CH3:13])[CH3:12]. (7) Given the reactants [Cl:1][C:2]1[CH:7]=[CH:6][C:5]([S:8]([N:11]([CH2:17][C:18]2[CH:27]=[CH:26][C:21]([C:22]([O:24]C)=[O:23])=[CH:20][CH:19]=2)[CH:12]([CH2:15][OH:16])[CH2:13][OH:14])(=[O:10])=[O:9])=[CH:4][CH:3]=1.O.[OH-].[Li+].C(OCC)(=O)C, predict the reaction product. The product is: [Cl:1][C:2]1[CH:3]=[CH:4][C:5]([S:8]([N:11]([CH2:17][C:18]2[CH:19]=[CH:20][C:21]([C:22]([OH:24])=[O:23])=[CH:26][CH:27]=2)[CH:12]([CH2:15][OH:16])[CH2:13][OH:14])(=[O:10])=[O:9])=[CH:6][CH:7]=1. (8) Given the reactants [O:1]=[C:2]1[C:10]2[C:5](=[CH:6][C:7]([CH:11]=O)=[CH:8][CH:9]=2)[CH2:4][CH2:3]1.C([O-])(O)=O.[Na+].Cl.[OH:19][NH2:20], predict the reaction product. The product is: [OH:19]/[N:20]=[CH:11]/[C:7]1[CH:6]=[C:5]2[C:10](=[CH:9][CH:8]=1)[C:2](=[O:1])[CH2:3][CH2:4]2.